Dataset: Full USPTO retrosynthesis dataset with 1.9M reactions from patents (1976-2016). Task: Predict the reactants needed to synthesize the given product. (1) Given the product [Br:1][C:2]1[C:3]([C:7]2[CH:12]=[CH:11][CH:10]=[C:9]([N+:13]([O-:15])=[O:14])[CH:8]=2)=[N:4][N:5]([CH2:18][CH3:19])[CH:6]=1, predict the reactants needed to synthesize it. The reactants are: [Br:1][C:2]1[C:3]([C:7]2[CH:12]=[CH:11][CH:10]=[C:9]([N+:13]([O-:15])=[O:14])[CH:8]=2)=[N:4][NH:5][CH:6]=1.[OH-].[Na+].[CH2:18](I)[CH3:19]. (2) The reactants are: C(OC(=O)C[CH2:6][NH:7][C:8]([NH:10][C:11]1[S:12][C:13]([C:17]2[CH:22]=[CH:21][N:20]=[C:19]([N:23]3[CH2:28][CH2:27][O:26][CH2:25][CH2:24]3)[CH:18]=2)=[C:14]([CH3:16])[N:15]=1)=[O:9])C.[CH2:30]([O:32][C:33](=[O:40])[CH2:34][CH2:35]CN=C=O)[CH3:31]. Given the product [CH2:30]([O:32][C:33](=[O:40])[CH2:34][CH2:35][CH2:6][NH:7][C:8]([NH:10][C:11]1[S:12][C:13]([C:17]2[CH:22]=[CH:21][N:20]=[C:19]([N:23]3[CH2:24][CH2:25][O:26][CH2:27][CH2:28]3)[CH:18]=2)=[C:14]([CH3:16])[N:15]=1)=[O:9])[CH3:31], predict the reactants needed to synthesize it. (3) Given the product [ClH:1].[Cl:1][C:2]1[CH:7]=[C:6]([Cl:8])[CH:5]=[CH:4][C:3]=1[C:9]1[CH:14]=[CH:13][N:12]([C:17]2[CH:25]=[C:24]3[C:20]([C:21]4[CH2:30][CH2:29][N:28]([CH3:31])[CH2:27][C:22]=4[N:23]3[CH3:26])=[CH:19][CH:18]=2)[C:11](=[O:15])[CH:10]=1, predict the reactants needed to synthesize it. The reactants are: [Cl:1][C:2]1[CH:7]=[C:6]([Cl:8])[CH:5]=[CH:4][C:3]=1[C:9]1[CH:14]=[CH:13][NH:12][C:11](=[O:15])[CH:10]=1.Br[C:17]1[CH:25]=[C:24]2[C:20]([C:21]3[CH2:30][CH2:29][N:28]([CH3:31])[CH2:27][C:22]=3[N:23]2[CH3:26])=[CH:19][CH:18]=1. (4) The reactants are: [O:1]1[C:5]2[CH:6]=[C:7]([O:10][CH2:11][C@@H:12]([NH:14][C:15](=[O:17])[CH3:16])[CH3:13])[CH:8]=[CH:9][C:4]=2[N:3]=[CH:2]1.Br[C:19]1[CH:20]=[C:21]([Cl:30])[C:22]([O:25][CH2:26][CH:27]2[CH2:29][CH2:28]2)=[N:23][CH:24]=1. Given the product [Cl:30][C:21]1[CH:20]=[C:19]([C:2]2[O:1][C:5]3[CH:6]=[C:7]([O:10][CH2:11][C@@H:12]([NH:14][C:15](=[O:17])[CH3:16])[CH3:13])[CH:8]=[CH:9][C:4]=3[N:3]=2)[CH:24]=[N:23][C:22]=1[O:25][CH2:26][CH:27]1[CH2:28][CH2:29]1, predict the reactants needed to synthesize it. (5) Given the product [F:29][C:13]([F:12])([F:28])[C:14]1[CH:27]=[CH:26][CH:25]=[CH:24][C:15]=1[C:16]([N:18]1[CH2:19][CH2:20][N:21]([C:2]2[N:7]=[N:6][C:5]([C:8]([O:10][CH3:11])=[O:9])=[CH:4][CH:3]=2)[CH2:22][CH2:23]1)=[O:17], predict the reactants needed to synthesize it. The reactants are: Cl[C:2]1[N:7]=[N:6][C:5]([C:8]([O:10][CH3:11])=[O:9])=[CH:4][CH:3]=1.[F:12][C:13]([F:29])([F:28])[C:14]1[CH:27]=[CH:26][CH:25]=[CH:24][C:15]=1[C:16]([N:18]1[CH2:23][CH2:22][NH:21][CH2:20][CH2:19]1)=[O:17].C(=O)([O-])[O-].[K+].[K+]. (6) Given the product [CH2:7]([N:11]([CH2:12][CH2:13][CH2:14][CH3:15])[C:17]1[N:22]=[C:21]([NH:23][CH2:24][CH2:25][CH2:26][N:27]2[CH2:32][CH2:31][CH2:30][CH2:29][CH2:28]2)[C:20]([N+:33]([O-:35])=[O:34])=[CH:19][CH:18]=1)[CH2:8][CH2:9][CH3:10], predict the reactants needed to synthesize it. The reactants are: C(=O)([O-])[O-].[K+].[K+].[CH2:7]([NH:11][CH2:12][CH2:13][CH2:14][CH3:15])[CH2:8][CH2:9][CH3:10].Cl[C:17]1[N:22]=[C:21]([NH:23][CH2:24][CH2:25][CH2:26][N:27]2[CH2:32][CH2:31][CH2:30][CH2:29][CH2:28]2)[C:20]([N+:33]([O-:35])=[O:34])=[CH:19][CH:18]=1. (7) Given the product [CH3:31][O:30][C:28](=[O:29])[NH:21][C:17]1[C:16]([NH2:22])=[N:15][C:14]([N:7]2[C:8]3[C:9](=[N:10][CH:11]=[CH:12][CH:13]=3)[C:5]([CH2:4][C:3]3[CH:23]=[CH:24][CH:25]=[CH:26][C:2]=3[F:1])=[N:6]2)=[N:19][C:18]=1[NH2:20], predict the reactants needed to synthesize it. The reactants are: [F:1][C:2]1[CH:26]=[CH:25][CH:24]=[CH:23][C:3]=1[CH2:4][C:5]1[C:9]2=[N:10][CH:11]=[CH:12][CH:13]=[C:8]2[N:7]([C:14]2[N:19]=[C:18]([NH2:20])[C:17]([NH2:21])=[C:16]([NH2:22])[N:15]=2)[N:6]=1.Cl[C:28]([O:30][CH3:31])=[O:29]. (8) Given the product [CH2:47]([O:49][C:50](=[O:55])[CH2:51][CH2:52][CH2:53][NH:54][C:3]([C:5]1[C:6]([OH:29])=[C:7]2[C:12](=[CH:13][N:14]=1)[N:11]([CH2:15][CH:16]1[CH2:21][CH2:20][CH2:19][CH2:18][CH2:17]1)[C:10](=[O:22])[C:9]([C:23]1[CH:28]=[CH:27][CH:26]=[CH:25][CH:24]=1)=[CH:8]2)=[O:4])[CH3:48], predict the reactants needed to synthesize it. The reactants are: CO[C:3]([C:5]1[C:6]([OH:29])=[C:7]2[C:12](=[CH:13][N:14]=1)[N:11]([CH2:15][CH:16]1[CH2:21][CH2:20][CH2:19][CH2:18][CH2:17]1)[C:10](=[O:22])[C:9]([C:23]1[CH:28]=[CH:27][CH:26]=[CH:25][CH:24]=1)=[CH:8]2)=[O:4].[OH-].[Na+].C1C=CC2N(O)N=NC=2C=1.C(Cl)CCl.Cl.[CH2:47]([O:49][C:50](=[O:55])[CH2:51][CH2:52][CH2:53][NH2:54])[CH3:48].CCN(C(C)C)C(C)C. (9) Given the product [NH2:63][CH:61]([CH3:62])[C:60]([NH:59][CH:55]([C:54]([N:50]1[CH2:51][CH2:52][CH2:53][CH:49]1[CH2:48][C:41]1[C:42]2[C:47](=[CH:46][CH:45]=[CH:44][CH:43]=2)[N:39]([CH2:38][C:37]#[C:36][C:35]#[C:34][CH2:33][N:26]2[C:27]3[C:32](=[CH:31][CH:30]=[CH:29][CH:28]=3)[C:24]([CH2:23][CH:19]3[CH2:20][CH2:21][CH2:22][N:18]3[C:16](=[O:17])[CH:12]([NH:11][C:10](=[O:73])[CH:8]([NH2:7])[CH3:9])[CH:13]([CH3:15])[CH3:14])=[CH:25]2)[CH:40]=1)=[O:72])[CH:56]([CH3:57])[CH3:58])=[O:71], predict the reactants needed to synthesize it. The reactants are: C(OC(=O)[NH:7][CH:8]([C:10](=[O:73])[NH:11][CH:12]([C:16]([N:18]1[CH2:22][CH2:21][CH2:20][CH:19]1[CH2:23][C:24]1[C:32]2[C:27](=[CH:28][CH:29]=[CH:30][CH:31]=2)[N:26]([CH2:33][C:34]#[C:35][C:36]#[C:37][CH2:38][N:39]2[C:47]3[C:42](=[CH:43][CH:44]=[CH:45][CH:46]=3)[C:41]([CH2:48][CH:49]3[CH2:53][CH2:52][CH2:51][N:50]3[C:54](=[O:72])[CH:55]([NH:59][C:60](=[O:71])[CH:61]([NH:63]C(OC(C)(C)C)=O)[CH3:62])[CH:56]([CH3:58])[CH3:57])=[CH:40]2)[CH:25]=1)=[O:17])[CH:13]([CH3:15])[CH3:14])[CH3:9])(C)(C)C.C(O)(C(F)(F)F)=O.C([O-])(O)=O.[Na+].